This data is from Reaction yield outcomes from USPTO patents with 853,638 reactions. The task is: Predict the reaction yield, written as a fraction of the theoretical maximum amount of product (1.0 means a 100% yield; for example, 0.34 means a 34% yield). (1) The yield is 0.340. The catalyst is C1C=CC([P]([Pd]([P](C2C=CC=CC=2)(C2C=CC=CC=2)C2C=CC=CC=2)([P](C2C=CC=CC=2)(C2C=CC=CC=2)C2C=CC=CC=2)[P](C2C=CC=CC=2)(C2C=CC=CC=2)C2C=CC=CC=2)(C2C=CC=CC=2)C2C=CC=CC=2)=CC=1.O.O1CCOCC1. The product is [C:19]([N:16]1[C:17]2[C:12](=[CH:11][CH:10]=[C:9]([C:24]3[S:25][C:26]([Cl:34])=[C:27]([C:29]([O:31][CH2:32][CH3:33])=[O:30])[N:28]=3)[CH:18]=2)[CH2:13][CH2:14][CH2:15]1)(=[O:21])[CH3:20]. The reactants are CC1(C)C(C)(C)OB([C:9]2[CH:18]=[C:17]3[C:12]([CH2:13][CH2:14][CH2:15][N:16]3[C:19](=[O:21])[CH3:20])=[CH:11][CH:10]=2)O1.Br[C:24]1[S:25][C:26]([Cl:34])=[C:27]([C:29]([O:31][CH2:32][CH3:33])=[O:30])[N:28]=1.[Cl-].[Li+].C(=O)([O-])[O-].[Cs+].[Cs+]. (2) The catalyst is CC(C)=O.O.Cl[Pd](Cl)([P](C1C=CC=CC=1)(C1C=CC=CC=1)C1C=CC=CC=1)[P](C1C=CC=CC=1)(C1C=CC=CC=1)C1C=CC=CC=1. The product is [Cl:49][C:43]1[C:44]2[CH2:45][CH2:46][O:47][C:48]=2[C:40]([CH:10]2[C@H:9]([O:8][CH2:1][C:2]3[CH:7]=[CH:6][CH:5]=[CH:4][CH:3]=3)[C@@H:14]([O:15][CH2:16][C:17]3[CH:22]=[CH:21][CH:20]=[CH:19][CH:18]=3)[C@H:13]([O:23][CH2:24][C:25]3[CH:26]=[CH:27][CH:28]=[CH:29][CH:30]=3)[C@@H:12]([CH2:31][O:32][CH2:33][C:34]3[CH:35]=[CH:36][CH:37]=[CH:38][CH:39]=3)[O:11]2)=[CH:41][C:42]=1[CH2:50][C:63]1[CH:64]=[CH:65][C:60]([O:59][CH3:58])=[CH:61][CH:62]=1. The yield is 0.620. The reactants are [CH2:1]([O:8][C@@H:9]1[C@@H:14]([O:15][CH2:16][C:17]2[CH:22]=[CH:21][CH:20]=[CH:19][CH:18]=2)[C@H:13]([O:23][CH2:24][C:25]2[CH:30]=[CH:29][CH:28]=[CH:27][CH:26]=2)[C@@H:12]([CH2:31][O:32][CH2:33][C:34]2[CH:39]=[CH:38][CH:37]=[CH:36][CH:35]=2)[O:11][CH:10]1[C:40]1[C:48]2[O:47][CH2:46][CH2:45][C:44]=2[C:43]([Cl:49])=[C:42]([CH2:50]Br)[CH:41]=1)[C:2]1[CH:7]=[CH:6][CH:5]=[CH:4][CH:3]=1.C([O-])([O-])=O.[K+].[K+].[CH3:58][O:59][C:60]1[CH:65]=[CH:64][C:63](B(O)O)=[CH:62][CH:61]=1.